From a dataset of Full USPTO retrosynthesis dataset with 1.9M reactions from patents (1976-2016). Predict the reactants needed to synthesize the given product. (1) The reactants are: Cl[CH:2]([C:19]1[CH:24]=[CH:23][CH:22]=[CH:21][CH:20]=1)[C:3]([C:5]1[C:13]2[C:8](=[CH:9][CH:10]=[CH:11][CH:12]=2)[N:7]([S:14]([CH2:17][CH3:18])(=[O:16])=[O:15])[CH:6]=1)=[O:4].[CH3:25][O:26][C:27]1[CH:32]=[CH:31][CH:30]=[C:29]([NH2:33])[CH:28]=1. Given the product [CH2:17]([S:14]([N:7]1[C:8]2[C:13](=[CH:12][CH:11]=[CH:10][CH:9]=2)[C:5]([C:3](=[O:4])[CH:2]([NH:33][C:29]2[CH:30]=[CH:31][CH:32]=[C:27]([O:26][CH3:25])[CH:28]=2)[C:19]2[CH:24]=[CH:23][CH:22]=[CH:21][CH:20]=2)=[CH:6]1)(=[O:16])=[O:15])[CH3:18], predict the reactants needed to synthesize it. (2) Given the product [C:1]1([S:7]([N:10]2[CH2:11][CH2:12][CH:13]([N:16]3[CH2:21][CH2:20][CH2:19][CH2:18][CH:17]3[CH2:22][CH2:23][O:24][CH2:29][C:28]#[CH:27])[CH2:14][CH2:15]2)(=[O:8])=[O:9])[CH:2]=[CH:3][CH:4]=[CH:5][CH:6]=1, predict the reactants needed to synthesize it. The reactants are: [C:1]1([S:7]([N:10]2[CH2:15][CH2:14][CH:13]([N:16]3[CH2:21][CH2:20][CH2:19][CH2:18][CH:17]3[CH2:22][CH2:23][OH:24])[CH2:12][CH2:11]2)(=[O:9])=[O:8])[CH:6]=[CH:5][CH:4]=[CH:3][CH:2]=1.[H-].[Na+].[CH2:27](Br)[C:28]#[CH:29].O. (3) Given the product [Cl:1][C:2]1[C:17]([Cl:18])=[CH:16][C:5]([CH2:6][NH:7][C:8]([CH:10]2[CH2:11][CH2:12][N:13]([CH:22]3[CH2:23][N:24]([C:26]([O:28][C:29]([CH3:32])([CH3:31])[CH3:30])=[O:27])[CH2:25]3)[CH2:14][CH2:15]2)=[O:9])=[C:4]([O:19][CH3:20])[CH:3]=1, predict the reactants needed to synthesize it. The reactants are: [Cl:1][C:2]1[C:17]([Cl:18])=[CH:16][C:5]([CH2:6][NH:7][C:8]([CH:10]2[CH2:15][CH2:14][NH:13][CH2:12][CH2:11]2)=[O:9])=[C:4]([O:19][CH3:20])[CH:3]=1.O=[C:22]1[CH2:25][N:24]([C:26]([O:28][C:29]([CH3:32])([CH3:31])[CH3:30])=[O:27])[CH2:23]1.CC(O)=O. (4) Given the product [Br:1][C:2]1[CH:3]=[C:4]2[C:9](=[C:10]([Br:12])[CH:11]=1)[NH:8][CH:7]([C:13]([F:15])([F:16])[F:14])[C:6]([C:17]([OH:19])=[O:18])=[CH:5]2, predict the reactants needed to synthesize it. The reactants are: [Br:1][C:2]1[CH:3]=[C:4]2[C:9](=[C:10]([Br:12])[CH:11]=1)[NH:8][CH:7]([C:13]([F:16])([F:15])[F:14])[C:6]([C:17]([O:19]CC)=[O:18])=[CH:5]2.[OH-].[Li+].Cl.C(OCC)C. (5) Given the product [C:1]([O:5][C:6]([N:8]1[C@@H:13]([C@@H:14]([OH:15])[C@@H:36]([N+:37]([O-:39])=[O:38])[CH2:35][C:33]2[CH:34]=[C:29]([F:28])[CH:30]=[C:31]([F:40])[CH:32]=2)[CH2:12][O:11][C:10]([C:22]2[CH:23]=[CH:24][CH:25]=[CH:26][CH:27]=2)([C:16]2[CH:17]=[CH:18][CH:19]=[CH:20][CH:21]=2)[CH2:9]1)=[O:7])([CH3:4])([CH3:2])[CH3:3], predict the reactants needed to synthesize it. The reactants are: [C:1]([O:5][C:6]([N:8]1[C@@H:13]([CH:14]=[O:15])[CH2:12][O:11][C:10]([C:22]2[CH:27]=[CH:26][CH:25]=[CH:24][CH:23]=2)([C:16]2[CH:21]=[CH:20][CH:19]=[CH:18][CH:17]=2)[CH2:9]1)=[O:7])([CH3:4])([CH3:3])[CH3:2].[F:28][C:29]1[CH:34]=[C:33]([CH2:35][CH2:36][N+:37]([O-:39])=[O:38])[CH:32]=[C:31]([F:40])[CH:30]=1.[F-].C([N+](CCCC)(CCCC)CCCC)CCC.[Cl-].[Na+]. (6) Given the product [Cl:22][C:23]1[CH:24]=[C:25]([NH:29][C:30]2[N:32]=[C:10]([CH:11]([N:13]([CH3:15])[CH3:14])[CH3:12])[C:4]([C:5]([O:7][CH2:8][CH3:9])=[O:6])=[CH:3][N:31]=2)[CH:26]=[CH:27][CH:28]=1, predict the reactants needed to synthesize it. The reactants are: CN(C)/[CH:3]=[C:4](/[C:10](=O)[CH:11]([N:13]([CH3:15])[CH3:14])[CH3:12])\[C:5]([O:7][CH2:8][CH3:9])=[O:6].[N+]([O-])(O)=O.[Cl:22][C:23]1[CH:24]=[C:25]([NH:29][C:30]([NH2:32])=[NH:31])[CH:26]=[CH:27][CH:28]=1.[O-]CC.[Na+]. (7) The reactants are: [CH2:1]([N:4]([CH2:20][CH2:21][CH3:22])[CH2:5][CH2:6][CH2:7][CH2:8][N:9]([CH2:11][C:12]1[CH:19]=[CH:18][C:15]([C:16]#[N:17])=[CH:14][CH:13]=1)[CH3:10])[CH2:2][CH3:3].[ClH:23].CO. Given the product [ClH:23].[CH2:20]([N:4]([CH2:1][CH2:2][CH3:3])[CH2:5][CH2:6][CH2:7][CH2:8][N:9]([CH2:11][C:12]1[CH:13]=[CH:14][C:15]([C:16]#[N:17])=[CH:18][CH:19]=1)[CH3:10])[CH2:21][CH3:22], predict the reactants needed to synthesize it. (8) Given the product [O:30]=[C:28]([NH:62][CH2:63][CH2:64][O:65][CH2:66][CH2:67][O:68][CH2:69][CH2:70][O:71][CH2:72][CH2:73][C:74]([OH:76])=[O:75])[CH2:27][C:23]1[CH:24]=[CH:25][CH:26]=[C:21]([S:20][CH2:19][C:18]2[CH:31]=[CH:32][CH:33]=[C:16]([C:14](=[O:15])[NH:13][C:10]3[CH:11]=[CH:12][C:7]([N:1]4[CH2:6][CH2:5][CH2:4][CH2:3][CH2:2]4)=[CH:8][C:9]=3[C:34](=[O:51])[NH:35][C:36]3[CH:40]=[CH:39][N:38]([C:41]4[CH:46]=[CH:45][CH:44]=[C:43]([C:47]([F:48])([F:49])[F:50])[CH:42]=4)[N:37]=3)[CH:17]=2)[CH:22]=1, predict the reactants needed to synthesize it. The reactants are: [N:1]1([C:7]2[CH:12]=[CH:11][C:10]([NH:13][C:14]([C:16]3[CH:17]=[C:18]([CH:31]=[CH:32][CH:33]=3)[CH2:19][S:20][C:21]3[CH:22]=[C:23]([CH2:27][C:28]([OH:30])=O)[CH:24]=[CH:25][CH:26]=3)=[O:15])=[C:9]([C:34](=[O:51])[NH:35][C:36]3[CH:40]=[CH:39][N:38]([C:41]4[CH:46]=[CH:45][CH:44]=[C:43]([C:47]([F:50])([F:49])[F:48])[CH:42]=4)[N:37]=3)[CH:8]=2)[CH2:6][CH2:5][CH2:4][CH2:3][CH2:2]1.CCN(C(C)C)C(C)C.C[NH:62][CH2:63][CH2:64][O:65][CH2:66][CH2:67][O:68][CH2:69][CH2:70][O:71][CH2:72][CH2:73][C:74]([O:76]C(C)(C)C)=[O:75].CN(C(ON1N=NC2C=CC=NC1=2)=[N+](C)C)C.F[P-](F)(F)(F)(F)F.